Dataset: Forward reaction prediction with 1.9M reactions from USPTO patents (1976-2016). Task: Predict the product of the given reaction. (1) Given the reactants [NH2:1][C:2]1[CH:18]=[CH:17][C:5]2[N:6](CC(F)(F)F)[CH2:7][CH:8](CC)[O:9][C:4]=2[CH:3]=1.FC(F)(F)[C:21](=O)[CH2:22][C:23](OCC)=[O:24], predict the reaction product. The product is: [N:6]1[CH:7]=[CH:8][O:9][C:4]2[C:5]=1[CH:17]=[C:18]1[C:2]([CH:3]=2)=[N:1][C:23](=[O:24])[CH:22]=[CH:21]1. (2) Given the reactants CO[C:3](=[O:20])[C:4]1[CH:9]=[CH:8][C:7]([CH3:10])=[C:6]([N:11]2[CH:16]=[C:15](Br)[N:14]=[C:13](Br)[C:12]2=[O:19])[CH:5]=1.C([N:24](CC)[CH:25]([CH3:27])[CH3:26])(C)C.[CH3:30][C:31]([CH3:47])([C:33]1[CH:38]=[CH:37][CH:36]=[CH:35][C:34]=1[O:39]CC1C=CC=CC=1)[NH2:32].C1(N)CC1.C1([Mg]Br)CCCC1.[NH4+].[Cl-], predict the reaction product. The product is: [CH:25]1([NH:24][C:3](=[O:20])[C:4]2[CH:9]=[CH:8][C:7]([CH3:10])=[C:6]([N:11]3[CH:16]=[CH:15][N:14]=[C:13]([NH:32][C:31]([C:33]4[CH:38]=[CH:37][CH:36]=[CH:35][C:34]=4[OH:39])([CH3:30])[CH3:47])[C:12]3=[O:19])[CH:5]=2)[CH2:27][CH2:26]1. (3) Given the reactants [CH3:1][Si]([N-][Si](C)(C)C)(C)C.[K+].[Cl:11][C:12]1[CH:19]=[CH:18][C:17]([I:20])=[CH:16][C:13]=1[CH:14]=O.[NH4+].[Cl-], predict the reaction product. The product is: [Cl:11][C:12]1[CH:19]=[CH:18][C:17]([I:20])=[CH:16][C:13]=1[CH:14]=[CH2:1]. (4) Given the reactants [CH3:1][O:2][C:3]1[CH:4]=[C:5]([C:10]#[CH:11])[CH:6]=[CH:7][C:8]=1[OH:9].[CH3:12][O:13][C:14]1[CH:21]=[CH:20][C:17]([CH2:18][SH:19])=[CH:16][CH:15]=1.[Na], predict the reaction product. The product is: [CH3:1][O:2][C:3]1[CH:4]=[C:5]([CH:6]=[CH:7][C:8]=1[OH:9])/[CH:10]=[CH:11]\[CH:18]([S:19][CH:18](/[CH:11]=[CH:10]\[C:5]1[CH:6]=[CH:7][C:8]([OH:9])=[C:3]([O:2][CH3:1])[CH:4]=1)[C:17]1[CH:20]=[CH:21][C:14]([O:13][CH3:12])=[CH:15][CH:16]=1)[C:17]1[CH:20]=[CH:21][C:14]([O:13][CH3:12])=[CH:15][CH:16]=1. (5) Given the reactants [OH:1][C:2]1[C:11]2[C:10](=[O:12])[O:9][C:8]([CH3:14])([CH3:13])[O:7][C:6]=2[CH:5]=[CH:4][CH:3]=1.C(=O)([O-])[O-].[K+].[K+].[CH2:21](Br)[C:22]1[CH:27]=[CH:26][CH:25]=[CH:24][CH:23]=1, predict the reaction product. The product is: [CH2:21]([O:1][C:2]1[C:11]2[C:10](=[O:12])[O:9][C:8]([CH3:14])([CH3:13])[O:7][C:6]=2[CH:5]=[CH:4][CH:3]=1)[C:22]1[CH:27]=[CH:26][CH:25]=[CH:24][CH:23]=1. (6) Given the reactants [Br:1][C:2]1[CH:3]=[CH:4][CH:5]=[C:6]2[C:10]=1[NH:9][CH2:8][CH2:7]2.[C:11]1([CH2:17][CH2:18]Br)[CH:16]=[CH:15][CH:14]=[CH:13][CH:12]=1.C([O-])([O-])=O.[K+].[K+], predict the reaction product. The product is: [Br:1][C:2]1[CH:3]=[CH:4][CH:5]=[C:6]2[C:10]=1[N:9]([CH2:18][CH2:17][C:11]1[CH:16]=[CH:15][CH:14]=[CH:13][CH:12]=1)[CH2:8][CH2:7]2. (7) Given the reactants [CH3:1][O:2][C:3]1[CH:8]=[C:7]([N:9]2[CH2:14][CH2:13][N:12]([CH3:15])[CH2:11][CH2:10]2)[CH:6]=[CH:5][C:4]=1[NH:16][C:17]1[S:21][C:20]([C:22]([O:24]CC)=[O:23])=[N:19][N:18]=1.O[Li].O, predict the reaction product. The product is: [CH3:1][O:2][C:3]1[CH:8]=[C:7]([N:9]2[CH2:10][CH2:11][N:12]([CH3:15])[CH2:13][CH2:14]2)[CH:6]=[CH:5][C:4]=1[NH:16][C:17]1[S:21][C:20]([C:22]([OH:24])=[O:23])=[N:19][N:18]=1.